This data is from Reaction yield outcomes from USPTO patents with 853,638 reactions. The task is: Predict the reaction yield, written as a fraction of the theoretical maximum amount of product (1.0 means a 100% yield; for example, 0.34 means a 34% yield). (1) The reactants are Cl[C:2]1[N:11]=[C:10]([N:12]2[CH2:17][CH2:16][O:15][CH2:14][CH2:13]2)[C:9]2[C:4](=[CH:5][C:6]([C:18]3[CH:23]=[CH:22][CH:21]=[C:20]([S:24]([CH3:27])(=[O:26])=[O:25])[CH:19]=3)=[CH:7][CH:8]=2)[N:3]=1.[NH2:28][C:29]1[CH:34]=[CH:33][C:32](B2OC(C)(C)C(C)(C)O2)=[CH:31][N:30]=1.C(=O)([O-])[O-].[Cs+].[Cs+].CN(C=O)C. The catalyst is Cl[Pd](Cl)([P](C1C=CC=CC=1)(C1C=CC=CC=1)C1C=CC=CC=1)[P](C1C=CC=CC=1)(C1C=CC=CC=1)C1C=CC=CC=1.O. The product is [CH3:27][S:24]([C:20]1[CH:19]=[C:18]([C:6]2[CH:5]=[C:4]3[C:9]([C:10]([N:12]4[CH2:17][CH2:16][O:15][CH2:14][CH2:13]4)=[N:11][C:2]([C:32]4[CH:33]=[CH:34][C:29]([NH2:28])=[N:30][CH:31]=4)=[N:3]3)=[CH:8][CH:7]=2)[CH:23]=[CH:22][CH:21]=1)(=[O:26])=[O:25]. The yield is 0.740. (2) The reactants are [CH:1]1[CH:10]=[N:9][C:8]2[C:3](=[C:4]([N+:12]([O-:14])=[O:13])[CH:5]=[CH:6][C:7]=2[OH:11])[CH:2]=1.[NH2:15][C@H:16]([C:22]([OH:24])=[O:23])[CH2:17][CH2:18][CH2:19][CH2:20][NH2:21]. The catalyst is C(O)(C)C. The product is [CH:1]1[CH:10]=[N:9][C:8]2[C:3](=[C:4]([N+:12]([O-:14])=[O:13])[CH:5]=[CH:6][C:7]=2[OH:11])[CH:2]=1.[NH2:15][C@H:16]([C:22]([OH:24])=[O:23])[CH2:17][CH2:18][CH2:19][CH2:20][NH2:21]. The yield is 0.680. (3) The reactants are C([O:3][C:4]([C:6]1[S:14][C:13]2[CH2:12][CH2:11][S:10][CH2:9][C:8]=2[CH:7]=1)=O)C.[H-].[H-].[H-].[H-].[Li+].[Al+3]. The catalyst is C1COCC1.C(Cl)Cl.[O-2].[O-2].[Mn+4]. The product is [S:14]1[C:13]2[CH2:12][CH2:11][S:10][CH2:9][C:8]=2[CH:7]=[C:6]1[CH:4]=[O:3]. The yield is 0.360. (4) The reactants are [O:1]1CCO[CH:2]1[C:6]1[CH:11]=[CH:10][C:9]([C:12](=[O:18])[CH2:13][CH2:14][CH2:15][CH2:16][CH3:17])=[CH:8][CH:7]=1.Cl.CCOC(C)=O. The catalyst is C1COCC1. The product is [C:12]([C:9]1[CH:10]=[CH:11][C:6]([CH:2]=[O:1])=[CH:7][CH:8]=1)(=[O:18])[CH2:13][CH2:14][CH2:15][CH2:16][CH3:17]. The yield is 0.730. (5) The reactants are [F:1][C:2]1[C:7](=[O:8])[NH:6][C:5]([C:9]#[N:10])=[CH:4][CH:3]=1.[C:11](=O)([O-])[O-].[K+].[K+].CI. The catalyst is CN(C=O)C. The product is [F:1][C:2]1[C:7](=[O:8])[N:6]([CH3:11])[C:5]([C:9]#[N:10])=[CH:4][CH:3]=1. The yield is 0.670. (6) The reactants are [C:1]([O:5][C:6](=[O:17])[NH:7][C@@H:8]1[CH2:13][CH2:12][C@H:11]([OH:14])[C:10]([CH3:16])([CH3:15])[CH2:9]1)([CH3:4])([CH3:3])[CH3:2].CC(OI1(OC(C)=O)(OC(C)=O)OC(=O)C2C=CC=CC1=2)=O. The catalyst is C(Cl)Cl. The product is [C:1]([O:5][C:6](=[O:17])[NH:7][C@@H:8]1[CH2:13][CH2:12][C:11](=[O:14])[C:10]([CH3:16])([CH3:15])[CH2:9]1)([CH3:4])([CH3:2])[CH3:3]. The yield is 0.650. (7) The reactants are [CH2:1]([O:5][C:6]1[CH:7]=[C:8]([CH:12]([C:26]([O:28][C:29]([CH3:32])([CH3:31])[CH3:30])=[O:27])[CH2:13][NH:14][CH:15]([CH2:21][O:22]C(=O)C)[C:16]([N:18]([CH3:20])[CH3:19])=[O:17])[CH:9]=[CH:10][CH:11]=1)[CH2:2][CH2:3][CH3:4]. The catalyst is [NH4+].[OH-].CO. The product is [CH2:1]([O:5][C:6]1[CH:7]=[C:8]([CH:12]([C:26]([O:28][C:29]([CH3:30])([CH3:32])[CH3:31])=[O:27])[CH2:13][NH:14][CH:15]([CH2:21][OH:22])[C:16]([N:18]([CH3:19])[CH3:20])=[O:17])[CH:9]=[CH:10][CH:11]=1)[CH2:2][CH2:3][CH3:4]. The yield is 0.660. (8) The reactants are [H-].[Na+].[OH:3][C:4]1[CH:5]=[C:6]2[C:10](=[CH:11][CH:12]=1)[C:9](=[O:13])[NH:8][CH2:7]2.F[C:15]1[CH:20]=[CH:19][C:18]([N+:21]([O-:23])=[O:22])=[CH:17][CH:16]=1.O. The catalyst is CN(C=O)C. The product is [C:9]1(=[O:13])[C:10]2[C:6](=[CH:5][C:4]([O:3][C:15]3[CH:20]=[CH:19][C:18]([N+:21]([O-:23])=[O:22])=[CH:17][CH:16]=3)=[CH:12][CH:11]=2)[CH2:7][NH:8]1. The yield is 0.890. (9) The product is [ClH:14].[F:13][C:6]1[C:7]2[C:12](=[CH:11][CH:10]=[CH:9][CH:8]=2)[C:3]([CH2:1][NH2:2])=[CH:4][CH:5]=1. The reactants are [C:1]([C:3]1[C:12]2[C:7](=[CH:8][CH:9]=[CH:10][CH:11]=2)[C:6]([F:13])=[CH:5][CH:4]=1)#[N:2].[ClH:14]. The yield is 0.440. The catalyst is C(O)C.[Pd]. (10) The reactants are Br[Zn][CH2:3][C:4]([O:6][CH2:7][CH3:8])=[O:5].[N+:9]([C:12]1[CH:19]=[CH:18][C:15]([C:16]#N)=[CH:14][CH:13]=1)([O-:11])=[O:10].Cl.C(OCC)(=[O:23])C. The catalyst is C1COCC1. The product is [N+:9]([C:12]1[CH:19]=[CH:18][C:15]([C:16](=[O:23])[CH2:3][C:4]([O:6][CH2:7][CH3:8])=[O:5])=[CH:14][CH:13]=1)([O-:11])=[O:10]. The yield is 0.880.